Predict the reactants needed to synthesize the given product. From a dataset of Full USPTO retrosynthesis dataset with 1.9M reactions from patents (1976-2016). The reactants are: [C:1]([C:3]1[C:12]([F:13])=[CH:11][CH:10]=[C:9]2[C:4]=1[CH2:5][CH2:6][O:7][CH:8]2[CH2:14][N:15]1[CH2:20][CH2:19][N:18](C(OC(C)(C)C)=O)[CH2:17][CH2:16]1)#[N:2].[ClH:28].O1CCOCC1. Given the product [ClH:28].[F:13][C:12]1[CH:11]=[CH:10][C:9]2[CH:8]([CH2:14][N:15]3[CH2:20][CH2:19][NH:18][CH2:17][CH2:16]3)[O:7][CH2:6][CH2:5][C:4]=2[C:3]=1[C:1]#[N:2], predict the reactants needed to synthesize it.